From a dataset of NCI-60 drug combinations with 297,098 pairs across 59 cell lines. Regression. Given two drug SMILES strings and cell line genomic features, predict the synergy score measuring deviation from expected non-interaction effect. (1) Drug 1: CN(C)N=NC1=C(NC=N1)C(=O)N. Drug 2: CC(C)CN1C=NC2=C1C3=CC=CC=C3N=C2N. Cell line: SK-MEL-5. Synergy scores: CSS=0.917, Synergy_ZIP=-1.08, Synergy_Bliss=-0.866, Synergy_Loewe=-5.15, Synergy_HSA=-4.91. (2) Drug 1: CC(C1=C(C=CC(=C1Cl)F)Cl)OC2=C(N=CC(=C2)C3=CN(N=C3)C4CCNCC4)N. Drug 2: C1=C(C(=O)NC(=O)N1)F. Cell line: MALME-3M. Synergy scores: CSS=37.3, Synergy_ZIP=5.55, Synergy_Bliss=6.40, Synergy_Loewe=7.07, Synergy_HSA=7.30.